Dataset: Catalyst prediction with 721,799 reactions and 888 catalyst types from USPTO. Task: Predict which catalyst facilitates the given reaction. (1) Reactant: C(OC([N:8]1[CH2:16][C:15]2[C:14]([O:17][C:18]3[CH:19]=[C:20]4[C:24](=[CH:25][CH:26]=3)[N:23]([C:27](=[O:39])[NH:28][C:29]3[CH:33]=[C:32]([C:34]5([CH2:37]O)[CH2:36][CH2:35]5)[O:31][N:30]=3)[CH:22]=[CH:21]4)=[N:13][CH:12]=[N:11][C:10]=2[CH2:9]1)=O)(C)(C)C.C([N:42](CC)CC)C.N.CO.C(O)(C(F)(F)F)=O. Product: [NH2:42][CH2:37][C:34]1([C:32]2[O:31][N:30]=[C:29]([NH:28][C:27]([N:23]3[C:24]4[C:20](=[CH:19][C:18]([O:17][C:14]5[C:15]6[CH2:16][NH:8][CH2:9][C:10]=6[N:11]=[CH:12][N:13]=5)=[CH:26][CH:25]=4)[CH:21]=[CH:22]3)=[O:39])[CH:33]=2)[CH2:36][CH2:35]1. The catalyst class is: 230. (2) Reactant: [F:1][C:2]1[N:7]=[CH:6][C:5]([CH:8]([NH2:10])[CH3:9])=[CH:4][CH:3]=1.C(N(C(C)C)CC)(C)C.[C:20]([O:24][C:25](O[C:25]([O:24][C:20]([CH3:23])([CH3:22])[CH3:21])=[O:26])=[O:26])([CH3:23])([CH3:22])[CH3:21]. Product: [C:20]([O:24][C:25](=[O:26])[NH:10][CH:8]([C:5]1[CH:6]=[N:7][C:2]([F:1])=[CH:3][CH:4]=1)[CH3:9])([CH3:23])([CH3:22])[CH3:21]. The catalyst class is: 10. (3) Reactant: [N+](C1C=CC(O[C:11](=[O:17])[O:12][CH:13]2[CH2:16][CH2:15][CH2:14]2)=CC=1)([O-])=O.[N:18]1(C2C=CC=CN=2)[CH2:23][CH2:22][CH:21]([O:24][N:25]=[C:26]2[CH2:31][CH2:30][N:29]([C:32]3[CH:37]=[CH:36][C:35]([S:38]([CH3:41])(=[O:40])=[O:39])=[CH:34][C:33]=3[F:42])[CH2:28][CH2:27]2)[CH2:20][CH2:19]1. Product: [CH:13]1([O:12][C:11]([N:18]2[CH2:23][CH2:22][CH:21]([O:24][N:25]=[C:26]3[CH2:31][CH2:30][N:29]([C:32]4[CH:37]=[CH:36][C:35]([S:38]([CH3:41])(=[O:39])=[O:40])=[CH:34][C:33]=4[F:42])[CH2:28][CH2:27]3)[CH2:20][CH2:19]2)=[O:17])[CH2:14][CH2:15][CH2:16]1. The catalyst class is: 2. (4) Reactant: [Li]CCCC.CCCCCC.[C:12]([C:14]1([F:22])[CH:19]2[CH2:20][CH2:21][N:16]([CH2:17][CH2:18]2)[CH2:15]1)#[CH:13].[CH:23]1([C:29]([C:31]2[CH:36]=[CH:35][CH:34]=[CH:33][CH:32]=2)=[O:30])[CH2:28][CH2:27][CH2:26][CH2:25][CH2:24]1. Product: [CH:31]1([C:29]([C:23]2[CH:24]=[CH:25][CH:26]=[CH:27][CH:28]=2)([OH:30])[C:13]#[C:12][C:14]2([F:22])[CH:19]3[CH2:20][CH2:21][N:16]([CH2:17][CH2:18]3)[CH2:15]2)[CH2:32][CH2:33][CH2:34][CH2:35][CH2:36]1. The catalyst class is: 1. (5) Product: [Cl:10][C:11]1[CH:16]=[CH:15][C:14]([C:2]2[CH:7]=[CH:6][N:5]=[C:4]([S:8][CH3:9])[N:3]=2)=[CH:13][CH:12]=1. The catalyst class is: 108. Reactant: Cl[C:2]1[CH:7]=[CH:6][N:5]=[C:4]([S:8][CH3:9])[N:3]=1.[Cl:10][C:11]1[CH:16]=[CH:15][C:14](B(O)O)=[CH:13][CH:12]=1.C(=O)([O-])[O-].[Na+].[Na+]. (6) Reactant: [CH3:1][O:2][C:3]1[CH:4]=[C:5]2[C:10](=[CH:11][C:12]=1[O:13][CH2:14][CH2:15][CH2:16][N:17]1[CH2:22][CH2:21][O:20][CH2:19][CH2:18]1)[N:9]=[CH:8][N:7](COC(=O)C(C)(C)C)[C:6]2=[O:31].CO.N. Product: [CH3:1][O:2][C:3]1[CH:4]=[C:5]2[C:10](=[CH:11][C:12]=1[O:13][CH2:14][CH2:15][CH2:16][N:17]1[CH2:22][CH2:21][O:20][CH2:19][CH2:18]1)[N:9]=[CH:8][NH:7][C:6]2=[O:31]. The catalyst class is: 2. (7) Reactant: [Cl:1][C:2]1[CH:7]=[CH:6][C:5]([S:8](Cl)(=[O:10])=[O:9])=[CH:4][C:3]=1[N+:12]([O-:14])=[O:13].[CH:15]([NH2:18])([CH3:17])[CH3:16]. Product: [Cl:1][C:2]1[CH:7]=[CH:6][C:5]([S:8]([NH:18][CH:15]([CH3:17])[CH3:16])(=[O:10])=[O:9])=[CH:4][C:3]=1[N+:12]([O-:14])=[O:13]. The catalyst class is: 4.